Dataset: NCI-60 drug combinations with 297,098 pairs across 59 cell lines. Task: Regression. Given two drug SMILES strings and cell line genomic features, predict the synergy score measuring deviation from expected non-interaction effect. (1) Drug 1: COC1=CC(=CC(=C1O)OC)C2C3C(COC3=O)C(C4=CC5=C(C=C24)OCO5)OC6C(C(C7C(O6)COC(O7)C8=CC=CS8)O)O. Drug 2: C1=CC(=CC=C1C#N)C(C2=CC=C(C=C2)C#N)N3C=NC=N3. Cell line: NCI/ADR-RES. Synergy scores: CSS=1.77, Synergy_ZIP=-0.821, Synergy_Bliss=-0.433, Synergy_Loewe=-0.122, Synergy_HSA=-0.286. (2) Drug 1: CCC1(CC2CC(C3=C(CCN(C2)C1)C4=CC=CC=C4N3)(C5=C(C=C6C(=C5)C78CCN9C7C(C=CC9)(C(C(C8N6C)(C(=O)OC)O)OC(=O)C)CC)OC)C(=O)OC)O.OS(=O)(=O)O. Drug 2: CC1CCCC2(C(O2)CC(NC(=O)CC(C(C(=O)C(C1O)C)(C)C)O)C(=CC3=CSC(=N3)C)C)C. Cell line: A498. Synergy scores: CSS=36.4, Synergy_ZIP=2.38, Synergy_Bliss=1.36, Synergy_Loewe=-7.69, Synergy_HSA=-0.459. (3) Drug 1: CS(=O)(=O)CCNCC1=CC=C(O1)C2=CC3=C(C=C2)N=CN=C3NC4=CC(=C(C=C4)OCC5=CC(=CC=C5)F)Cl. Drug 2: CC(C)(C#N)C1=CC(=CC(=C1)CN2C=NC=N2)C(C)(C)C#N. Cell line: LOX IMVI. Synergy scores: CSS=-2.41, Synergy_ZIP=2.11, Synergy_Bliss=4.04, Synergy_Loewe=-2.00, Synergy_HSA=-1.13. (4) Drug 1: C1=CC=C(C(=C1)C(C2=CC=C(C=C2)Cl)C(Cl)Cl)Cl. Drug 2: C1CCC(C(C1)N)N.C(=O)(C(=O)[O-])[O-].[Pt+4]. Cell line: SF-539. Synergy scores: CSS=15.4, Synergy_ZIP=-7.51, Synergy_Bliss=1.04, Synergy_Loewe=-16.0, Synergy_HSA=0.436. (5) Drug 1: C(CC(=O)O)C(=O)CN.Cl. Drug 2: C1C(C(OC1N2C=NC3=C2NC=NCC3O)CO)O. Cell line: NCI-H322M. Synergy scores: CSS=27.5, Synergy_ZIP=-8.23, Synergy_Bliss=-1.78, Synergy_Loewe=-0.857, Synergy_HSA=-2.30. (6) Cell line: SW-620. Drug 1: CC(C)(C#N)C1=CC(=CC(=C1)CN2C=NC=N2)C(C)(C)C#N. Synergy scores: CSS=-1.86, Synergy_ZIP=2.23, Synergy_Bliss=1.96, Synergy_Loewe=-1.42, Synergy_HSA=-1.35. Drug 2: C1CNP(=O)(OC1)N(CCCl)CCCl.